This data is from NCI-60 drug combinations with 297,098 pairs across 59 cell lines. The task is: Regression. Given two drug SMILES strings and cell line genomic features, predict the synergy score measuring deviation from expected non-interaction effect. (1) Drug 1: CC12CCC(CC1=CCC3C2CCC4(C3CC=C4C5=CN=CC=C5)C)O. Drug 2: C(CC(=O)O)C(=O)CN.Cl. Cell line: SK-MEL-5. Synergy scores: CSS=2.82, Synergy_ZIP=-3.55, Synergy_Bliss=-6.74, Synergy_Loewe=-7.14, Synergy_HSA=-8.05. (2) Drug 1: C1=NC2=C(N=C(N=C2N1C3C(C(C(O3)CO)O)F)Cl)N. Drug 2: CCN(CC)CCNC(=O)C1=C(NC(=C1C)C=C2C3=C(C=CC(=C3)F)NC2=O)C. Cell line: MALME-3M. Synergy scores: CSS=0.561, Synergy_ZIP=-0.573, Synergy_Bliss=0.937, Synergy_Loewe=-5.03, Synergy_HSA=-3.27. (3) Drug 1: CCC1=CC2CC(C3=C(CN(C2)C1)C4=CC=CC=C4N3)(C5=C(C=C6C(=C5)C78CCN9C7C(C=CC9)(C(C(C8N6C)(C(=O)OC)O)OC(=O)C)CC)OC)C(=O)OC.C(C(C(=O)O)O)(C(=O)O)O. Drug 2: CCC1(C2=C(COC1=O)C(=O)N3CC4=CC5=C(C=CC(=C5CN(C)C)O)N=C4C3=C2)O.Cl. Cell line: RXF 393. Synergy scores: CSS=24.2, Synergy_ZIP=-6.34, Synergy_Bliss=-6.15, Synergy_Loewe=-4.67, Synergy_HSA=-3.13. (4) Drug 1: CCCCCOC(=O)NC1=NC(=O)N(C=C1F)C2C(C(C(O2)C)O)O. Drug 2: CCN(CC)CCCC(C)NC1=C2C=C(C=CC2=NC3=C1C=CC(=C3)Cl)OC. Cell line: OVCAR-8. Synergy scores: CSS=30.3, Synergy_ZIP=-7.75, Synergy_Bliss=-1.91, Synergy_Loewe=-41.1, Synergy_HSA=-3.26. (5) Drug 1: CC=C1C(=O)NC(C(=O)OC2CC(=O)NC(C(=O)NC(CSSCCC=C2)C(=O)N1)C(C)C)C(C)C. Drug 2: C(CCl)NC(=O)N(CCCl)N=O. Cell line: IGROV1. Synergy scores: CSS=63.0, Synergy_ZIP=8.63, Synergy_Bliss=9.76, Synergy_Loewe=8.77, Synergy_HSA=9.12.